Dataset: Full USPTO retrosynthesis dataset with 1.9M reactions from patents (1976-2016). Task: Predict the reactants needed to synthesize the given product. Given the product [C:1]([N:5]1[C:9](=[O:10])[CH2:8][CH:7]([C:11]2[CH:16]=[CH:15][C:14]([CH3:17])=[CH:13][C:12]=2[F:18])[S:6]1(=[O:19])=[O:20])([CH3:4])([CH3:2])[CH3:3], predict the reactants needed to synthesize it. The reactants are: [C:1]([N:5]1[C:9](=[O:10])[CH:8]=[C:7]([C:11]2[CH:16]=[CH:15][C:14]([CH3:17])=[CH:13][C:12]=2[F:18])[S:6]1(=[O:20])=[O:19])([CH3:4])([CH3:3])[CH3:2].[H][H].